From a dataset of Catalyst prediction with 721,799 reactions and 888 catalyst types from USPTO. Predict which catalyst facilitates the given reaction. (1) Reactant: [CH:1]([C:3]1[CH:30]=[C:6]2[CH2:7][N:8]([C:12]([O:14][CH2:15][C:16]3[CH:21]=[C:20]([C:22]([F:25])([F:24])[F:23])[CH:19]=[C:18]([C:26]([F:29])([F:28])[F:27])[CH:17]=3)=[O:13])[CH2:9][CH2:10][CH2:11][N:5]2[N:4]=1)=O.[NH2:31][CH:32]1[CH2:35][CH:34]([C:36]([OH:38])=[O:37])[C:33]1([CH3:40])[CH3:39].C([BH3-])#N.[Na+].O1CCCC1. Product: [F:25][C:22]([F:24])([F:23])[C:20]1[CH:21]=[C:16]([CH:17]=[C:18]([C:26]([F:29])([F:28])[F:27])[CH:19]=1)[CH2:15][O:14][C:12]([N:8]1[CH2:9][CH2:10][CH2:11][N:5]2[N:4]=[C:3]([CH2:1][NH:31][CH:32]3[CH2:35][CH:34]([C:36]([OH:38])=[O:37])[C:33]3([CH3:40])[CH3:39])[CH:30]=[C:6]2[CH2:7]1)=[O:13]. The catalyst class is: 5. (2) Reactant: [NH2:1][C:2]1[CH:7]=[CH:6][C:5]([CH2:8][C:9]([N:11]2[CH2:16][CH2:15][N:14]([C:17]3[N:24]=[CH:23][CH:22]=[CH:21][C:18]=3[C:19]#[N:20])[CH2:13][CH2:12]2)=[O:10])=[CH:4][CH:3]=1.Br[CH2:26][CH2:27][CH2:28][CH3:29].C(=O)([O-])[O-].[Cs+].[Cs+].CN(C)C=O. Product: [CH2:26]([NH:1][C:2]1[CH:7]=[CH:6][C:5]([CH2:8][C:9]([N:11]2[CH2:12][CH2:13][N:14]([C:17]3[N:24]=[CH:23][CH:22]=[CH:21][C:18]=3[C:19]#[N:20])[CH2:15][CH2:16]2)=[O:10])=[CH:4][CH:3]=1)[CH2:27][CH2:28][CH3:29]. The catalyst class is: 6. (3) Reactant: Cl[C:2]1[N:7]=[C:6]([NH:8][CH2:9][C:10]([O:12][CH2:13]C)=[O:11])[C:5]([N+:15]([O-:17])=[O:16])=[CH:4][CH:3]=1.[CH3:18][O-:19].[Na+].O. Product: [CH3:18][O:19][C:2]1[N:7]=[C:6]([NH:8][CH2:9][C:10]([O:12][CH3:13])=[O:11])[C:5]([N+:15]([O-:17])=[O:16])=[CH:4][CH:3]=1. The catalyst class is: 5. (4) Reactant: [OH:1][C:2]1[CH:11]=[C:10]([C:12]([OH:14])=[O:13])[C:9]2[C:4](=[CH:5][CH:6]=[CH:7][CH:8]=2)[N:3]=1.[CH3:15]O. Product: [OH:1][C:2]1[CH:11]=[C:10]([C:12]([O:14][CH3:15])=[O:13])[C:9]2[C:4](=[CH:5][CH:6]=[CH:7][CH:8]=2)[N:3]=1. The catalyst class is: 82. (5) Reactant: [CH:1]1([N:5]2[CH2:10][CH2:9][CH:8]([N:11]3[CH2:20][CH2:19][C:18]4[C:13](=[CH:14][CH:15]=[C:16]([OH:21])[CH:17]=4)[C:12]3=[O:22])[CH2:7][CH2:6]2)[CH2:4][CH2:3][CH2:2]1.C(=O)([O-])[O-].[K+].[K+].[CH3:29][O:30][C:31](=[O:39])[C:32]1[CH:37]=[CH:36][C:35](F)=[CH:34][CH:33]=1. Product: [CH:1]1([N:5]2[CH2:6][CH2:7][CH:8]([N:11]3[CH2:20][CH2:19][C:18]4[C:13](=[CH:14][CH:15]=[C:16]([O:21][C:35]5[CH:36]=[CH:37][C:32]([C:31]([O:30][CH3:29])=[O:39])=[CH:33][CH:34]=5)[CH:17]=4)[C:12]3=[O:22])[CH2:9][CH2:10]2)[CH2:2][CH2:3][CH2:4]1. The catalyst class is: 3. (6) Reactant: Br[C:2]1[CH:3]=[C:4]2[C:8](=[CH:9][CH:10]=1)[N:7]([C:11]1[CH:16]=[CH:15][CH:14]=[CH:13][CH:12]=1)[C:6](=[O:17])/[C:5]/2=[N:18]\[C:19]1[CH:24]=[CH:23][CH:22]=[C:21]([C:25]([F:28])([F:27])[F:26])[CH:20]=1.[C:29]1(B(O)O)[CH:34]=[CH:33][CH:32]=[CH:31][CH:30]=1.C([O-])([O-])=O.[Na+].[Na+]. Product: [C:8]1([N:7]2[C:11]3[C:12](=[CH:13][C:14]([C:29]4[CH:34]=[CH:33][CH:32]=[CH:31][CH:30]=4)=[CH:15][CH:16]=3)/[C:5](=[N:18]/[C:19]3[CH:24]=[CH:23][CH:22]=[C:21]([C:25]([F:28])([F:27])[F:26])[CH:20]=3)/[C:6]2=[O:17])[CH:9]=[CH:10][CH:2]=[CH:3][CH:4]=1. The catalyst class is: 176. (7) Reactant: [Cl:1][C:2]1[CH:7]=[CH:6][CH:5]=[CH:4][C:3]=1[C:8]1[C:16]2[C:11](=[CH:12][CH:13]=[CH:14][CH:15]=2)[NH:10][C:9]=1[C:17]([NH:19][NH2:20])=[O:18].[Br:21][C:22]1[CH:29]=[CH:28][C:25]([CH:26]=O)=[CH:24][CH:23]=1. Product: [Br:21][C:22]1[CH:29]=[CH:28][C:25]([CH:26]=[N:20][NH:19][C:17]([C:9]2[NH:10][C:11]3[C:16]([C:8]=2[C:3]2[CH:4]=[CH:5][CH:6]=[CH:7][C:2]=2[Cl:1])=[CH:15][CH:14]=[CH:13][CH:12]=3)=[O:18])=[CH:24][CH:23]=1. The catalyst class is: 8. (8) Product: [OH:6][C@H:5]([C@H:4]([OH:3])[CH2:27][S:28]([C:31]1[CH:40]=[CH:39][C:38]2[C:33](=[CH:34][CH:35]=[CH:36][CH:37]=2)[CH:32]=1)(=[O:30])=[O:29])[C:7]([NH:9][C@H:10]1[C:19]2[C:14](=[CH:15][C:16]([CH2:20][N:21]3[CH2:26][CH2:25][CH2:24][CH2:23][CH2:22]3)=[CH:17][CH:18]=2)[CH2:13][CH2:12][CH2:11]1)=[O:8]. The catalyst class is: 5. Reactant: CC1(C)[O:6][C@@H:5]([C:7]([NH:9][C@H:10]2[C:19]3[C:14](=[CH:15][C:16]([CH2:20][N:21]4[CH2:26][CH2:25][CH2:24][CH2:23][CH2:22]4)=[CH:17][CH:18]=3)[CH2:13][CH2:12][CH2:11]2)=[O:8])[C@@H:4]([CH2:27][S:28]([C:31]2[CH:40]=[CH:39][C:38]3[C:33](=[CH:34][CH:35]=[CH:36][CH:37]=3)[CH:32]=2)(=[O:30])=[O:29])[O:3]1.Cl.O1CCOCC1. (9) Reactant: [OH:1][CH:2]1[CH2:7][CH2:6][NH:5][CH2:4][CH2:3]1.C([O-])([O-])=O.[Na+].[Na+].[CH3:14][C:15]([O:18][C:19](O[C:19]([O:18][C:15]([CH3:17])([CH3:16])[CH3:14])=[O:20])=[O:20])([CH3:17])[CH3:16]. Product: [OH:1][CH:2]1[CH2:7][CH2:6][N:5]([C:19]([O:18][C:15]([CH3:17])([CH3:16])[CH3:14])=[O:20])[CH2:4][CH2:3]1. The catalyst class is: 20.